From a dataset of Forward reaction prediction with 1.9M reactions from USPTO patents (1976-2016). Predict the product of the given reaction. (1) Given the reactants [CH:1]1([P:7]([CH:14]2[CH2:19][CH2:18][CH2:17][CH2:16][CH2:15]2)[CH:8]2[CH2:13][CH2:12][CH2:11][CH2:10][CH2:9]2)[CH2:6][CH2:5][CH2:4][CH2:3][CH2:2]1.[C:20]([OH:23])(=[O:22])[CH3:21].[F-:24].[F-].[F-], predict the reaction product. The product is: [C:20]([O-:23])(=[O:22])[CH3:21].[F-:24].[F-:24].[F-:24].[CH:14]1([PH+:7]([CH:1]2[CH2:2][CH2:3][CH2:4][CH2:5][CH2:6]2)[CH:8]2[CH2:13][CH2:12][CH2:11][CH2:10][CH2:9]2)[CH2:15][CH2:16][CH2:17][CH2:18][CH2:19]1.[CH:14]1([PH+:7]([CH:1]2[CH2:2][CH2:3][CH2:4][CH2:5][CH2:6]2)[CH:8]2[CH2:13][CH2:12][CH2:11][CH2:10][CH2:9]2)[CH2:15][CH2:16][CH2:17][CH2:18][CH2:19]1.[CH:14]1([PH+:7]([CH:1]2[CH2:2][CH2:3][CH2:4][CH2:5][CH2:6]2)[CH:8]2[CH2:13][CH2:12][CH2:11][CH2:10][CH2:9]2)[CH2:15][CH2:16][CH2:17][CH2:18][CH2:19]1.[CH:14]1([PH+:7]([CH:1]2[CH2:2][CH2:3][CH2:4][CH2:5][CH2:6]2)[CH:8]2[CH2:13][CH2:12][CH2:11][CH2:10][CH2:9]2)[CH2:15][CH2:16][CH2:17][CH2:18][CH2:19]1. (2) Given the reactants [F:1][C:2]([F:34])([F:33])[C:3]1[CH:4]=[C:5]([CH:26]=[C:27]([C:29]([F:32])([F:31])[F:30])[CH:28]=1)[C:6]([N:8]1[CH2:25][CH2:24][C:11]2([N:15]([C:16]3[CH:21]=[CH:20][CH:19]=[CH:18][C:17]=3[Cl:22])[CH2:14][NH:13][C:12]2=[O:23])[CH2:10][CH2:9]1)=[O:7].Cl.Cl[CH2:37][CH2:38][N:39]1[CH2:43][CH2:42][CH2:41][CH2:40]1, predict the reaction product. The product is: [F:32][C:29]([F:31])([F:30])[C:27]1[CH:26]=[C:5]([CH:4]=[C:3]([C:2]([F:1])([F:33])[F:34])[CH:28]=1)[C:6]([N:8]1[CH2:9][CH2:10][C:11]2([N:15]([C:16]3[CH:21]=[CH:20][CH:19]=[CH:18][C:17]=3[Cl:22])[CH2:14][N:13]([CH2:37][CH2:38][N:39]3[CH2:43][CH2:42][CH2:41][CH2:40]3)[C:12]2=[O:23])[CH2:24][CH2:25]1)=[O:7].